This data is from Peptide-MHC class I binding affinity with 185,985 pairs from IEDB/IMGT. The task is: Regression. Given a peptide amino acid sequence and an MHC pseudo amino acid sequence, predict their binding affinity value. This is MHC class I binding data. (1) The peptide sequence is IVLIVITGI. The MHC is H-2-Kb with pseudo-sequence H-2-Kb. The binding affinity (normalized) is 0.326. (2) The MHC is HLA-A68:01 with pseudo-sequence HLA-A68:01. The binding affinity (normalized) is 0. The peptide sequence is LPPVVAKEI. (3) The peptide sequence is FRQVCHTTVPW. The MHC is Mamu-B08 with pseudo-sequence Mamu-B08. The binding affinity (normalized) is 0.320. (4) The peptide sequence is NIKISLNEIL. The MHC is HLA-A02:06 with pseudo-sequence HLA-A02:06. The binding affinity (normalized) is 0.416. (5) The binding affinity (normalized) is 0.422. The peptide sequence is YAYENGFPI. The MHC is H-2-Kb with pseudo-sequence H-2-Kb. (6) The MHC is HLA-B35:01 with pseudo-sequence HLA-B35:01. The binding affinity (normalized) is 0.0847. The peptide sequence is VYAYPSGEK. (7) The MHC is HLA-A02:06 with pseudo-sequence HLA-A02:06. The peptide sequence is KLLRNEWTL. The binding affinity (normalized) is 0.532. (8) The peptide sequence is SHAKVLVTF. The MHC is HLA-A26:01 with pseudo-sequence HLA-A26:01. The binding affinity (normalized) is 0.0847. (9) The binding affinity (normalized) is 1.00. The peptide sequence is SLVKHHMYV. The MHC is HLA-A02:16 with pseudo-sequence HLA-A02:16. (10) The MHC is HLA-A02:01 with pseudo-sequence HLA-A02:01. The peptide sequence is GSVVASQIF. The binding affinity (normalized) is 0.0847.